Dataset: Catalyst prediction with 721,799 reactions and 888 catalyst types from USPTO. Task: Predict which catalyst facilitates the given reaction. (1) Reactant: [F:1][C:2]1[CH:3]=[C:4]2[C:9](=[N:10][C:11]=1[N:12]1[CH2:16][C:15](=[N:17][O:18][CH3:19])[CH:14](CN/C(/C)=C\C(OCC)=O)[CH2:13]1)[N:8]([CH:30]1[CH2:32][CH2:31]1)[CH:7]=[C:6]([C:33]([OH:35])=[O:34])[C:5]2=[O:36].[CH3:37][S:38]([OH:41])(=[O:40])=[O:39]. Product: [OH2:18].[S:38]([OH:41])(=[O:40])(=[O:39])[CH3:37].[NH2:8][CH2:7][CH2:6][CH:14]1[CH2:13][N:12]([C:11]2[N:10]=[C:9]3[C:4]([C:5](=[O:36])[C:6]([C:33]([OH:35])=[O:34])=[CH:7][N:8]3[CH:30]3[CH2:31][CH2:32]3)=[CH:3][C:2]=2[F:1])[CH2:16]/[C:15]/1=[N:17]\[O:18][CH3:19].[OH2:18].[OH2:18].[NH2:10][CH2:9][CH2:4][CH:14]1[CH2:13][N:12]([C:11]2[N:10]=[C:9]3[C:4]([C:5](=[O:36])[C:6]([C:33]([OH:35])=[O:34])=[CH:7][N:8]3[CH:30]3[CH2:31][CH2:32]3)=[CH:3][C:2]=2[F:1])[CH2:16]/[C:15]/1=[N:17]\[O:18][CH3:19].[S:38]([OH:41])(=[O:40])(=[O:39])[CH3:37]. The catalyst class is: 252. (2) Reactant: Cl.[CH3:2][O:3][C:4](=[O:10])[C@H:5]([C@@H:7]([CH3:9])[OH:8])[NH2:6].C(N(CC)CC)C.[C:18](Cl)(=[O:25])[C:19]1[CH:24]=[CH:23][CH:22]=[CH:21][CH:20]=1. Product: [CH3:2][O:3][C:4](=[O:10])[C@H:5]([C@@H:7]([CH3:9])[OH:8])[NH:6][C:18](=[O:25])[C:19]1[CH:24]=[CH:23][CH:22]=[CH:21][CH:20]=1. The catalyst class is: 5. (3) Reactant: C[O:2][C:3]([C:5]1[S:9][C:8]([C:10]2[CH:15]=[C:14]([C:16]([F:19])([F:18])[F:17])[CH:13]=[C:12]([C:20]([F:23])([F:22])[F:21])[CH:11]=2)=[N:7][C:6]=1[CH3:24])=O.[Li]. Product: [F:23][C:20]([F:21])([F:22])[C:12]1[CH:11]=[C:10]([C:8]2[S:9][C:5]([CH2:3][OH:2])=[C:6]([CH3:24])[N:7]=2)[CH:15]=[C:14]([C:16]([F:17])([F:19])[F:18])[CH:13]=1. The catalyst class is: 7. (4) Reactant: [CH:1]1([C:4]2[C:5]([CH2:18]OS(C)(=O)=O)=[CH:6][C:7]([F:17])=[C:8]([CH:16]=2)[C:9]([O:11][C:12]([CH3:15])([CH3:14])[CH3:13])=[O:10])[CH2:3][CH2:2]1.[Cl:24][C:25]1[CH:26]=[C:27]([CH:35]=[C:36]([Cl:38])[CH:37]=1)[O:28][C@H:29]1[CH2:34][CH2:33][CH2:32][NH:31][CH2:30]1.C(=O)([O-])[O-].[K+].[K+]. Product: [CH:1]1([C:4]2[C:5]([CH2:18][N:31]3[CH2:32][CH2:33][CH2:34][C@H:29]([O:28][C:27]4[CH:35]=[C:36]([Cl:38])[CH:37]=[C:25]([Cl:24])[CH:26]=4)[CH2:30]3)=[CH:6][C:7]([F:17])=[C:8]([CH:16]=2)[C:9]([O:11][C:12]([CH3:13])([CH3:14])[CH3:15])=[O:10])[CH2:2][CH2:3]1. The catalyst class is: 42. (5) Reactant: [CH3:1][N:2]1[CH2:7][CH2:6][N:5]([CH2:8][C:9]2[CH:34]=[CH:33][C:12]([C:13]([NH:15][C:16]3[CH:21]=[CH:20][CH:19]=[C:18]([NH:22][C:23]4[CH:24]=[C:25]5[C:29](=[CH:30][CH:31]=4)[NH:28][C:27](=[O:32])[CH2:26]5)[CH:17]=3)=[O:14])=[CH:11][CH:10]=2)[CH2:4][CH2:3]1.[NH:35]1[CH:39]=[CH:38][CH:37]=[C:36]1[CH:40]=O. Product: [CH3:1][N:2]1[CH2:3][CH2:4][N:5]([CH2:8][C:9]2[CH:10]=[CH:11][C:12]([C:13]([NH:15][C:16]3[CH:21]=[CH:20][CH:19]=[C:18]([NH:22][C:23]4[CH:24]=[C:25]5[C:29](=[CH:30][CH:31]=4)[NH:28][C:27](=[O:32])[C:26]5=[CH:40][C:36]4[NH:35][CH:39]=[CH:38][CH:37]=4)[CH:17]=3)=[O:14])=[CH:33][CH:34]=2)[CH2:6][CH2:7]1. The catalyst class is: 360. (6) Reactant: C(N(CC)C(C)C)(C)C.C1CN([P+](ON2N=NC3C=CC=CC2=3)(N2CCCC2)N2CCCC2)CC1.F[P-](F)(F)(F)(F)F.[CH3:43][C@H:44]1[NH:49][C@@H:48]([CH3:50])[CH2:47][N:46]([C:51]2[C:60]([O:61][CH3:62])=[C:59]3[C:54]([C:55](=[O:71])[C:56]([C:68](O)=[O:69])=[CH:57][N:58]3[CH2:63][C:64]([F:67])([F:66])[F:65])=[CH:53][C:52]=2[F:72])[CH2:45]1.[Cl:73][C:74]1[CH:81]=[C:80]([Cl:82])[CH:79]=[CH:78][C:75]=1[CH2:76][NH2:77].C(#N)C. Product: [Cl:73][C:74]1[CH:81]=[C:80]([Cl:82])[CH:79]=[CH:78][C:75]=1[CH2:76][NH:77][C:68]([C:56]1[C:55](=[O:71])[C:54]2[C:59](=[C:60]([O:61][CH3:62])[C:51]([N:46]3[CH2:45][CH:44]([CH3:43])[NH:49][CH:48]([CH3:50])[CH2:47]3)=[C:52]([F:72])[CH:53]=2)[N:58]([CH2:63][C:64]([F:66])([F:67])[F:65])[CH:57]=1)=[O:69]. The catalyst class is: 42. (7) Reactant: C1(C(C2C=CC=CC=2)=[N:8][CH2:9][C:10]([O:12][CH3:13])=[O:11])C=CC=CC=1.FC(F)(F)S(O[CH2:26][CH2:27][C:28]([F:34])([F:33])[C:29]([F:32])([F:31])[F:30])(=O)=O.[ClH:37]. Product: [ClH:37].[F:33][C:28]([F:34])([C:29]([F:32])([F:31])[F:30])[CH2:27][CH2:26][C@@H:9]([C:10]([O:12][CH3:13])=[O:11])[NH2:8]. The catalyst class is: 1. (8) Reactant: [Cl:1][C:2]1[CH:9]=[CH:8][C:5]([C:6]#[N:7])=[CH:4][CH:3]=1.Cl.[OH:11][NH2:12].C(=O)([O-])[O-].[K+].[K+]. Product: [Cl:1][C:2]1[CH:9]=[CH:8][C:5]([C:6](=[N:12][OH:11])[NH2:7])=[CH:4][CH:3]=1. The catalyst class is: 8. (9) Reactant: FC(F)(F)C(O)=O.[O:8]1[C:12]2[CH:13]=[CH:14][CH:15]=[CH:16][C:11]=2[CH:10]=[C:9]1[C:17]([NH:19][C:20]1[S:21][CH:22]=[C:23]([C:32]2[N:36]([CH3:37])[N:35]=[C:34]([C:38]([F:41])([F:40])[F:39])[CH:33]=2)[C:24]=1[C:25]([O:27]C(C)(C)C)=[O:26])=[O:18]. Product: [O:8]1[C:12]2[CH:13]=[CH:14][CH:15]=[CH:16][C:11]=2[CH:10]=[C:9]1[C:17]([NH:19][C:20]1[S:21][CH:22]=[C:23]([C:32]2[N:36]([CH3:37])[N:35]=[C:34]([C:38]([F:39])([F:40])[F:41])[CH:33]=2)[C:24]=1[C:25]([OH:27])=[O:26])=[O:18]. The catalyst class is: 4. (10) Reactant: [Li]CCCC.C[N:7]([CH2:9][CH2:10][OH:11])[CH3:8].[N:12]1[C:21]2C[CH2:19][CH2:18][CH2:17][C:16]=2N=C[CH:13]=1.Cl.C([O:25]CC)C. Product: [N:7]1[C:8]2[CH2:19][CH2:18][CH2:17][CH2:16][C:21]=2[N:12]=[CH:13][C:9]=1[C:10]([OH:11])=[O:25]. The catalyst class is: 81.